From a dataset of Reaction yield outcomes from USPTO patents with 853,638 reactions. Predict the reaction yield, written as a fraction of the theoretical maximum amount of product (1.0 means a 100% yield; for example, 0.34 means a 34% yield). (1) The reactants are [Br:1][C:2]1[CH:17]=[CH:16][C:5]2[CH2:6][CH2:7][CH2:8][CH:9]([C:12]([O:14][CH3:15])=[O:13])[C:10](=[O:11])[C:4]=2[CH:3]=1.[H-].[Na+].[F:20][C:21]([F:34])([F:33])[S:22](O[S:22]([C:21]([F:34])([F:33])[F:20])(=[O:24])=[O:23])(=[O:24])=[O:23]. The catalyst is COCCOC.C(OCC)C. The product is [Br:1][C:2]1[CH:17]=[CH:16][C:5]2[CH2:6][CH2:7][CH2:8][C:9]([C:12]([O:14][CH3:15])=[O:13])=[C:10]([O:11][S:22]([C:21]([F:34])([F:33])[F:20])(=[O:24])=[O:23])[C:4]=2[CH:3]=1. The yield is 0.240. (2) The reactants are [OH:1][C:2]1[CH:3]=[C:4]2[C:17](=[CH:18][CH:19]=1)[C:16]1[C:7](=[C:8]3[C:13](=[CH:14][CH:15]=1)[NH:12][C:11]([CH3:21])([CH3:20])[CH:10]=[C:9]3[CH3:22])[C:6](=[O:23])[O:5]2.C(=O)([O-])[O-].[K+].[K+].[C:30]([O:33][CH2:34]C)(=O)C.C(OCC)C. The yield is 0.660. The catalyst is CN(C)C=O. The product is [CH3:30][O:33][CH2:34][O:1][C:2]1[CH:3]=[C:4]2[C:17](=[CH:18][CH:19]=1)[C:16]1[C:7](=[C:8]3[C:13](=[CH:14][CH:15]=1)[NH:12][C:11]([CH3:20])([CH3:21])[CH:10]=[C:9]3[CH3:22])[C:6](=[O:23])[O:5]2. (3) The product is [OH:18][CH2:17][CH2:16][O:11][C:10](=[O:12])[CH2:9][O:8][C:7]1[CH:6]=[CH:5][C:4]([N+:1]([O-:3])=[O:2])=[CH:14][CH:13]=1. The reactants are [N+:1]([C:4]1[CH:14]=[CH:13][C:7]([O:8][CH2:9][C:10]([OH:12])=[O:11])=[CH:6][CH:5]=1)([O-:3])=[O:2].Cl.[CH2:16](O)[CH2:17][OH:18]. No catalyst specified. The yield is 0.574. (4) The reactants are [Br:1][C:2]1[C:3]2[CH:10]=[CH:9][C:8]([C:11]#[N:12])=[CH:7][C:4]=2[S:5][CH:6]=1.FC(F)(F)C(OC(=O)C(F)(F)F)=O.[N+:26]([O-])([O-:28])=[O:27].[K+]. The catalyst is C(Cl)Cl. The product is [Br:1][C:2]1[C:3]2[CH:10]=[CH:9][C:8]([C:11]#[N:12])=[CH:7][C:4]=2[S:5][C:6]=1[N+:26]([O-:28])=[O:27]. The yield is 0.420. (5) The reactants are [N+:1]([CH2:3][C:4]([O:6]C)=O)#[C-:2].[NH:8]1[CH2:12][CH2:11][CH2:10][CH2:9]1. The yield is 0.980. The product is [N+:1]([CH2:3][C:4]([N:8]1[CH2:12][CH2:11][CH2:10][CH2:9]1)=[O:6])#[C-:2]. No catalyst specified.